From a dataset of Reaction yield outcomes from USPTO patents with 853,638 reactions. Predict the reaction yield, written as a fraction of the theoretical maximum amount of product (1.0 means a 100% yield; for example, 0.34 means a 34% yield). (1) The reactants are [F:1][C:2]1[CH:7]=[CH:6][C:5]([F:8])=[CH:4][C:3]=1[CH:9]1[CH2:13][CH2:12][CH2:11][N:10]1[C:14]1[CH:19]=[CH:18][N:17]2[N:20]=[CH:21][C:22]([C:23]([NH:25][NH:26][C:27](=[O:30])[CH2:28][CH3:29])=O)=[C:16]2[N:15]=1.N1C=CC=CC=1.S(OS(C(F)(F)F)(=O)=O)(C(F)(F)F)(=O)=O. The catalyst is C(Cl)Cl. The product is [F:1][C:2]1[CH:7]=[CH:6][C:5]([F:8])=[CH:4][C:3]=1[CH:9]1[CH2:13][CH2:12][CH2:11][N:10]1[C:14]1[CH:19]=[CH:18][N:17]2[N:20]=[CH:21][C:22]([C:23]3[O:30][C:27]([CH2:28][CH3:29])=[N:26][N:25]=3)=[C:16]2[N:15]=1. The yield is 0.460. (2) The reactants are Cl[CH2:2][CH2:3][CH2:4]/[C:5](/[CH3:21])=[CH:6]/[CH2:7][C:8]1[C:13]([CH3:14])=[C:12]([O:15][CH3:16])[C:11]([CH3:17])=[C:10]([CH3:18])[C:9]=1[O:19][CH3:20].[Na+].[I-:23].CC(C)=O. The catalyst is O. The product is [I:23][CH2:2][CH2:3][CH2:4]/[C:5](/[CH3:21])=[CH:6]/[CH2:7][C:8]1[C:13]([CH3:14])=[C:12]([O:15][CH3:16])[C:11]([CH3:17])=[C:10]([CH3:18])[C:9]=1[O:19][CH3:20]. The yield is 0.990.